This data is from Catalyst prediction with 721,799 reactions and 888 catalyst types from USPTO. The task is: Predict which catalyst facilitates the given reaction. (1) Reactant: [CH2:1]([N:8]1[CH2:13][CH2:12][N:11]([CH2:14][C:15]2[CH:20]=[CH:19][CH:18]=[CH:17][CH:16]=2)[CH2:10][C@@H:9]1[CH:21]=[CH2:22])[C:2]1[CH:7]=[CH:6][CH:5]=[CH:4][CH:3]=1.C12BC(CCC1)CCC2.I[C:33]1[CH:38]=[CH:37][CH:36]=[C:35]([Cl:39])[CH:34]=1.C1(P(C2C=CC=CC=2)C2C=CC=CC=2)C=CC=CC=1.[OH-].[Na+]. Product: [CH2:1]([N:8]1[CH2:13][CH2:12][N:11]([CH2:14][C:15]2[CH:20]=[CH:19][CH:18]=[CH:17][CH:16]=2)[CH2:10][C@@H:9]1[CH2:21][CH2:22][C:33]1[CH:38]=[CH:37][CH:36]=[C:35]([Cl:39])[CH:34]=1)[C:2]1[CH:3]=[CH:4][CH:5]=[CH:6][CH:7]=1. The catalyst class is: 73. (2) The catalyst class is: 80. Reactant: [C:1]([O:5][C:6]([N:8]1[CH2:12][CH2:11][CH:10]([CH2:13][OH:14])[CH2:9]1)=[O:7])([CH3:4])([CH3:3])[CH3:2].[H-].[Na+].Cl[C:18]1[N:23]=[CH:22][N:21]=[C:20]([NH:24][C:25]2[CH:30]=[CH:29][C:28]([S:31]([CH3:34])(=[O:33])=[O:32])=[CH:27][CH:26]=2)[C:19]=1[N+:35]([O-:37])=[O:36]. Product: [C:1]([O:5][C:6]([N:8]1[CH2:12][CH2:11][CH:10]([CH2:13][O:14][C:18]2[C:19]([N+:35]([O-:37])=[O:36])=[C:20]([NH:24][C:25]3[CH:26]=[CH:27][C:28]([S:31]([CH3:34])(=[O:32])=[O:33])=[CH:29][CH:30]=3)[N:21]=[CH:22][N:23]=2)[CH2:9]1)=[O:7])([CH3:4])([CH3:3])[CH3:2]. (3) Reactant: [Cl:1][C:2]1[CH:7]=[CH:6][C:5]([S:8]([C:11]2[S:20][C:14]3=[N:15][CH:16]=[C:17]([NH2:19])[CH:18]=[C:13]3[C:12]=2[C:21]2[CH:26]=[CH:25][C:24]([Cl:27])=[CH:23][CH:22]=2)(=[O:10])=[O:9])=[CH:4][CH:3]=1.[CH3:28][S:29](Cl)(=[O:31])=[O:30]. Product: [Cl:1][C:2]1[CH:3]=[CH:4][C:5]([S:8]([C:11]2[S:20][C:14]3=[N:15][CH:16]=[C:17]([NH:19][S:29]([CH3:28])(=[O:31])=[O:30])[CH:18]=[C:13]3[C:12]=2[C:21]2[CH:26]=[CH:25][C:24]([Cl:27])=[CH:23][CH:22]=2)(=[O:10])=[O:9])=[CH:6][CH:7]=1. The catalyst class is: 17. (4) Reactant: C([C:3]([C:9]([F:12])([F:11])[F:10])=[C:4]([CH3:8])[C:5]([OH:7])=[O:6])C. Product: [F:10][C:9]([F:12])([F:11])[CH:3]=[C:4]([CH3:8])[C:5]([OH:7])=[O:6]. The catalyst class is: 65. (5) Reactant: [CH:1]1([CH2:7][C@@H:8]([NH2:24])[CH2:9][N:10]2[CH2:15][CH2:14][N:13]([C:16]3[CH:21]=[CH:20][CH:19]=[CH:18][C:17]=3[O:22][CH3:23])[CH2:12][CH2:11]2)[CH2:6][CH2:5][CH2:4][CH2:3][CH2:2]1.C(N(CC)CC)C.[CH3:32][C:33]1([C:39]([Cl:41])=[O:40])[CH2:38][CH2:37][CH2:36][CH2:35][CH2:34]1. Product: [CH:1]1([CH2:7][C@@H:8]([NH:24][C:39]([C:33]2([CH3:32])[CH2:38][CH2:37][CH2:36][CH2:35][CH2:34]2)=[O:40])[CH2:9][N:10]2[CH2:15][CH2:14][N:13]([C:16]3[CH:21]=[CH:20][CH:19]=[CH:18][C:17]=3[O:22][CH3:23])[CH2:12][CH2:11]2)[CH2:6][CH2:5][CH2:4][CH2:3][CH2:2]1.[ClH:41]. The catalyst class is: 4. (6) Reactant: [CH3:1][C:2]1[C:6]([C:7]2[CH:8]=[C:9]([C:28]([NH2:30])=O)[C:10]3[NH:11][C:12]4[C:17]([C:18]=3[CH:19]=2)=[CH:16][CH:15]=[C:14]([C:20]([N:22]2[CH2:27][CH2:26][O:25][CH2:24][CH2:23]2)=[O:21])[CH:13]=4)=[C:5]([CH3:31])[O:4][N:3]=1.COC(OC)[N:35]([CH3:37])C.O.[NH2:41]N. Product: [CH3:1][C:2]1[C:6]([C:7]2[CH:8]=[C:9]([C:28]3[N:35]=[CH:37][NH:41][N:30]=3)[C:10]3[NH:11][C:12]4[C:17]([C:18]=3[CH:19]=2)=[CH:16][CH:15]=[C:14]([C:20]([N:22]2[CH2:23][CH2:24][O:25][CH2:26][CH2:27]2)=[O:21])[CH:13]=4)=[C:5]([CH3:31])[O:4][N:3]=1. The catalyst class is: 52. (7) Reactant: Cl.O.[NH:3]1[CH2:8][CH2:7][C:6](=[O:9])[CH2:5][CH2:4]1.[C:10](O[C:10]([O:12][C:13]([CH3:16])([CH3:15])[CH3:14])=[O:11])([O:12][C:13]([CH3:16])([CH3:15])[CH3:14])=[O:11]. Product: [C:13]([O:12][C:10]([N:3]1[CH2:8][CH2:7][C:6](=[O:9])[CH2:5][CH2:4]1)=[O:11])([CH3:16])([CH3:15])[CH3:14]. The catalyst class is: 4. (8) Reactant: [OH:1][CH2:2][C:3]1[NH:4][CH:5]=[C:6]([O:10][CH2:11][C:12]2[CH:17]=[CH:16][C:15]([O:18][CH3:19])=[CH:14][CH:13]=2)[C:7](=[O:9])[CH:8]=1.[CH3:20][O:21][C:22]1[CH:29]=[CH:28][C:25]([CH2:26]Cl)=[CH:24][CH:23]=1.C(=O)([O-])[O-].[K+].[K+].Cl. Product: [CH3:20][O:21][C:22]1[CH:29]=[CH:28][C:25]([CH2:26][O:9][C:7]2[C:6]([O:10][CH2:11][C:12]3[CH:13]=[CH:14][C:15]([O:18][CH3:19])=[CH:16][CH:17]=3)=[CH:5][N:4]=[C:3]([CH2:2][OH:1])[CH:8]=2)=[CH:24][CH:23]=1. The catalyst class is: 18.